This data is from Experimentally validated miRNA-target interactions with 360,000+ pairs, plus equal number of negative samples. The task is: Binary Classification. Given a miRNA mature sequence and a target amino acid sequence, predict their likelihood of interaction. (1) The miRNA is hsa-miR-331-5p with sequence CUAGGUAUGGUCCCAGGGAUCC. The protein sequence of the target gene is MAEVGEIIEGCRLPVLRRNQDNEDEWPLAEILSVKDISGRKLFYVHYIDFNKRLDEWVTHERLDLKKIQFPKKEAKTPTKNGLPGSRPGSPEREVPASAQASGKTLPIPVQITLRFNLPKEREAIPGGEPDQPLSSSSCLQPNHRSTKRKVEVVSPATPVPSETAPASVFPQNGAARRAVAAQPGRKRKSNCLGTDEDSQDSSDGIPSAPRMTGSLVSDRSHDDIVTRMKNIECIELGRHRLKPWYFSPYPQELTTLPVLYLCEFCLKYGRSLKCLQRHLTKCDLRHPPGNEIYRKGTIS.... Result: 0 (no interaction). (2) The miRNA is hsa-miR-377-5p with sequence AGAGGUUGCCCUUGGUGAAUUC. The protein sequence of the target gene is MKRSSSMLDINEDSQHSTNKAPPPKKAPEDRFDSANMNASGSHVTLVENLPVEKVSSGERIAILDFGAQYGKVIDRRVRELLVQSEMFPLNTTARTLIELGGFKGIIISGGPNSVFEPEAPSIDPEIFTCGLPVLGICYGFQLMNKLNGGTVTREHIREDGACEIQVDTSVHLFNGLHKTETVLLTHGDSVSEATVAPDFKVMAKSGHHVAGICNENRKLYGVQFHPEVDLTTNGTKMFENFLFKVVGCCGNFTIQNREQSCISEINSIVGDKKVLVMVSGGVDSAVCAALLRRALGPNR.... Result: 0 (no interaction). (3) The miRNA is hsa-miR-26b-5p with sequence UUCAAGUAAUUCAGGAUAGGU. The protein sequence of the target gene is MGTQALQGFLFLLFLPLLQPRGASAGSLHSPGLSECFQVNGADYRGHQNRTGPRGAGRPCLFWDQTQQHSYSSASDPHGRWGLGAHNFCRNPDGDVQPWCYVAETEEGIYWRYCDIPSCHMPGYLGCFVDSGAPPALSGPSGTSTKLTVQVCLRFCRMKGYQLAGVEAGYACFCGSESDLARGRLAPATDCDQICFGHPGQLCGGDGRLGVYEVSVGSCQGNWTAPQGVIYSPDFPDEYGPDRNCSWALGPPGAALELTFRLFELADPRDRLELRDAASGSLLRAFDGARPPPSGPLRLG.... Result: 1 (interaction). (4) The miRNA is hsa-miR-1282 with sequence UCGUUUGCCUUUUUCUGCUU. The protein sequence of the target gene is MDLRRVKEYFSWLYYQYQIISCCAVLEPWERSMFNTILLTIIAMVVYTAYVFIPIHIRLAWEFFSKICGYHSTISN. Result: 0 (no interaction). (5) The miRNA is hsa-let-7a-2-3p with sequence CUGUACAGCCUCCUAGCUUUCC. The protein sequence of the target gene is MFWKFDLHTSSHLDTLLEKEDLSLPELLDEEDVLQECKVVNRKLLDFLLQPSHLQAMVAWVTQEPPASGEERLRYKYPSVACEILTSDVPQINDALGADESLLNRLYGFLQSGDSLNPLLASFFSKVMGILINRKTDQLVSFLRKKDDFVDLLLRHIGTSAIMDLLLRLLTCVERPQLRQDVFNWLNEEKIVQRLIEQIHPSKDDNQHSNASQSLCDIIRLSREQMIQGQDSPEPDQLLATLEKQETIEQLLSNMFEGEQCQSVIVSGIQVLLTLLEPRRPRSDSVTMNNFFSSVDGQLE.... Result: 0 (no interaction).